This data is from Catalyst prediction with 721,799 reactions and 888 catalyst types from USPTO. The task is: Predict which catalyst facilitates the given reaction. (1) Reactant: [NH2:1][CH:2]([C:4]1[CH:9]=[CH:8][C:7]([C:10]2[N:15]=[C:14]([NH:16][C:17]3[CH:18]=[C:19]4[C:23](=[CH:24][CH:25]=3)[N:22](C(OC(C)(C)C)=O)[N:21]=[CH:20]4)[CH:13]=[CH:12][N:11]=2)=[CH:6][CH:5]=1)[CH3:3]. Product: [NH2:1][CH:2]([C:4]1[CH:9]=[CH:8][C:7]([C:10]2[N:15]=[C:14]([NH:16][C:17]3[CH:18]=[C:19]4[C:23](=[CH:24][CH:25]=3)[NH:22][N:21]=[CH:20]4)[CH:13]=[CH:12][N:11]=2)=[CH:6][CH:5]=1)[CH3:3]. The catalyst class is: 209. (2) Reactant: [CH2:1]([C:3]1[C:12]2[C:7](=[CH:8][CH:9]=[CH:10][CH:11]=2)[CH:6]=[CH:5][C:4]=1[OH:13])[CH3:2].C([O-])([O-])=O.[K+].[K+].Br[CH2:21][CH2:22][NH:23][C:24](=[O:30])[O:25][C:26]([CH3:29])([CH3:28])[CH3:27].CCCCCC.C(OCC)(=O)C. Product: [CH2:1]([C:3]1[C:12]2[C:7](=[CH:8][CH:9]=[CH:10][CH:11]=2)[CH:6]=[CH:5][C:4]=1[O:13][CH2:21][CH2:22][NH:23][C:24](=[O:30])[O:25][C:26]([CH3:29])([CH3:28])[CH3:27])[CH3:2]. The catalyst class is: 10. (3) Reactant: Cl[C:2]1[C:7](=[O:8])[CH:6]=[CH:5][N:4]([C:9]2[CH:10]=[N:11][N:12]([CH3:14])[CH:13]=2)[N:3]=1.C(=O)([O-])[O-].[K+].[K+].[CH2:21]([O:23][C:24]1[CH:25]=[N:26][C:27]([C:30]2[CH:31]=[C:32]([OH:36])[CH:33]=[CH:34][CH:35]=2)=[N:28][CH:29]=1)[CH3:22].CN(C=O)C. Product: [CH2:21]([O:23][C:24]1[CH:29]=[N:28][C:27]([C:30]2[CH:31]=[C:32]([CH:33]=[CH:34][CH:35]=2)[O:36][C:2]2[C:7](=[O:8])[CH:6]=[CH:5][N:4]([C:9]3[CH:10]=[N:11][N:12]([CH3:14])[CH:13]=3)[N:3]=2)=[N:26][CH:25]=1)[CH3:22]. The catalyst class is: 6. (4) Reactant: C1(P(C2C=CC=CC=2)C2C=CC=CC=2)C=CC=CC=1.[CH2:20]([O:27][C:28]([N:30]1[CH2:35][CH2:34][CH:33]([CH2:36][CH2:37]O)[CH2:32][CH2:31]1)=[O:29])[C:21]1[CH:26]=[CH:25][CH:24]=[CH:23][CH:22]=1.C(Br)(Br)(Br)[Br:40]. Product: [CH2:20]([O:27][C:28]([N:30]1[CH2:35][CH2:34][CH:33]([CH2:36][CH2:37][Br:40])[CH2:32][CH2:31]1)=[O:29])[C:21]1[CH:26]=[CH:25][CH:24]=[CH:23][CH:22]=1. The catalyst class is: 2. (5) Reactant: [C:1]([NH:4][C:5]1[N:6]=[C:7]([C:10]2[CH:11]=[C:12]3[C:17](=[CH:18][CH:19]=2)[C:16](=[O:20])[N:15]([CH2:21][CH:22]([CH3:24])[CH3:23])[C:14]([CH2:25][NH:26]C(=O)OC(C)(C)C)=[C:13]3[C:34]2[CH:39]=[CH:38][CH:37]=[CH:36][CH:35]=2)[S:8][CH:9]=1)(=[O:3])[CH3:2].[ClH:40]. Product: [ClH:40].[NH2:26][CH2:25][C:14]1[N:15]([CH2:21][CH:22]([CH3:24])[CH3:23])[C:16](=[O:20])[C:17]2[C:12]([C:13]=1[C:34]1[CH:35]=[CH:36][CH:37]=[CH:38][CH:39]=1)=[CH:11][C:10]([C:7]1[S:8][CH:9]=[C:5]([NH:4][C:1](=[O:3])[CH3:2])[N:6]=1)=[CH:19][CH:18]=2. The catalyst class is: 13.